From a dataset of Catalyst prediction with 721,799 reactions and 888 catalyst types from USPTO. Predict which catalyst facilitates the given reaction. (1) Product: [CH3:1][O:2][C:3]1[CH:30]=[CH:29][C:6]([CH2:7][O:8][C:9]2[CH:27]=[CH:26][C:12]([CH2:13][N:14]([CH3:25])[S:15]([C:18]3[CH:23]=[CH:22][C:21]([F:24])=[CH:20][CH:19]=3)(=[O:17])=[O:16])=[CH:11][C:10]=2[C:37]2[CH:36]=[CH:35][CH:34]=[C:33]([C:32]([F:43])([F:42])[F:31])[CH:38]=2)=[CH:5][CH:4]=1. The catalyst class is: 216. Reactant: [CH3:1][O:2][C:3]1[CH:30]=[CH:29][C:6]([CH2:7][O:8][C:9]2[CH:27]=[CH:26][C:12]([CH2:13][N:14]([CH3:25])[S:15]([C:18]3[CH:23]=[CH:22][C:21]([F:24])=[CH:20][CH:19]=3)(=[O:17])=[O:16])=[CH:11][C:10]=2Br)=[CH:5][CH:4]=1.[F:31][C:32]([F:43])([F:42])[C:33]1[CH:34]=[C:35](B(O)O)[CH:36]=[CH:37][CH:38]=1.C(=O)([O-])[O-].[Na+].[Na+]. (2) Reactant: [Br:1][C:2]1[CH:9]=[CH:8][C:5]([CH:6]=O)=[C:4]([Cl:10])[CH:3]=1.[NH:11]1[CH2:16][CH2:15][O:14][CH2:13][CH2:12]1.C(O)(=O)C.C(O[BH-](OC(=O)C)OC(=O)C)(=O)C.[Na+]. Product: [Br:1][C:2]1[CH:9]=[CH:8][C:5]([CH2:6][N:11]2[CH2:16][CH2:15][O:14][CH2:13][CH2:12]2)=[C:4]([Cl:10])[CH:3]=1. The catalyst class is: 674. (3) Reactant: [C:1]([C:3]1[CH:8]=[CH:7][N:6]2[C:9]([C:12]([O:14]CC)=[O:13])=[CH:10][N:11]=[C:5]2[CH:4]=1)#[N:2].[Li+].[OH-]. Product: [C:1]([C:3]1[CH:8]=[CH:7][N:6]2[C:9]([C:12]([OH:14])=[O:13])=[CH:10][N:11]=[C:5]2[CH:4]=1)#[N:2]. The catalyst class is: 636. (4) Reactant: [CH3:1][N:2]1[CH2:7][CH2:6][NH:5][CH2:4][CH2:3]1.F[C:9]1[CH:14]=[C:13]([CH2:15][NH:16][C:17]2[CH:30]=[C:29]3[C:20]([O:21][C:22]4[C:23]([C:31]5[NH:36][C:35](=[O:37])[CH:34]=[C:33]([N:38]6[CH2:43][CH2:42][O:41][CH2:40][CH2:39]6)[CH:32]=5)=[CH:24][CH:25]=[CH:26][C:27]=4[CH2:28]3)=[CH:19][CH:18]=2)[CH:12]=[CH:11][N:10]=1. Product: [CH3:1][N:2]1[CH2:7][CH2:6][N:5]([C:9]2[CH:14]=[C:13]([CH2:15][NH:16][C:17]3[CH:30]=[C:29]4[C:20]([O:21][C:22]5[C:23]([C:31]6[NH:36][C:35](=[O:37])[CH:34]=[C:33]([N:38]7[CH2:39][CH2:40][O:41][CH2:42][CH2:43]7)[CH:32]=6)=[CH:24][CH:25]=[CH:26][C:27]=5[CH2:28]4)=[CH:19][CH:18]=3)[CH:12]=[CH:11][N:10]=2)[CH2:4][CH2:3]1. The catalyst class is: 22. (5) Reactant: ClC1C=CC=C(C(OO)=[O:9])C=1.[NH:12]1[C:16]2=[N:17][CH:18]=[CH:19][CH:20]=[C:15]2[CH:14]=[CH:13]1. Product: [NH:12]1[C:16]2=[N+:17]([O-:9])[CH:18]=[CH:19][CH:20]=[C:15]2[CH:14]=[CH:13]1. The catalyst class is: 4. (6) Reactant: [Br:1][C:2]1[CH:9]=[CH:8][C:5]([CH:6]=O)=[CH:4][CH:3]=1.[CH3:10][O:11][CH:12]([O:15][CH3:16])[CH2:13][NH2:14].CC(O)=O.[BH4-].[Na+]. Product: [Br:1][C:2]1[CH:9]=[CH:8][C:5]([CH2:6][NH:14][CH2:13][CH:12]([O:15][CH3:16])[O:11][CH3:10])=[CH:4][CH:3]=1. The catalyst class is: 5. (7) Reactant: [CH3:1][C:2]([CH3:4])=O.[C:5]([C:9]1[CH2:13][CH:12]=[CH:11][CH:10]=1)([CH3:8])([CH3:7])[CH3:6].C(O)C.[OH-].[K+]. Product: [C:5]([C:9]1[CH:13]=[CH:12][C:11](=[C:2]([CH3:4])[CH3:1])[CH:10]=1)([CH3:8])([CH3:7])[CH3:6]. The catalyst class is: 28. (8) The catalyst class is: 9. Product: [Br:24][C:21]1[CH:20]=[CH:19][C:18]([CH:10]([C:11]2[CH:12]=[CH:13][C:14]([O:17][C:27]3[CH:32]=[N:31][CH:30]=[CH:29][N:28]=3)=[CH:15][CH:16]=2)[CH2:9][NH:7][CH3:8])=[CH:23][CH:22]=1. Reactant: C(OC(=O)[N:7]([CH2:9][CH:10]([C:18]1[CH:23]=[CH:22][C:21]([Br:24])=[CH:20][CH:19]=1)[C:11]1[CH:16]=[CH:15][C:14]([OH:17])=[CH:13][CH:12]=1)[CH3:8])(C)(C)C.Cl[C:27]1[CH:32]=[N:31][CH:30]=[CH:29][N:28]=1.C([O-])([O-])=O.[K+].[K+].